This data is from Full USPTO retrosynthesis dataset with 1.9M reactions from patents (1976-2016). The task is: Predict the reactants needed to synthesize the given product. (1) Given the product [O:1]1[C:5]2[CH:6]=[CH:7][CH:8]=[CH:9][C:4]=2[C:3]([N:10]2[CH2:15][CH2:14][N:13]([CH2:16][CH2:17][CH:18]([C:20]3[CH:21]=[C:22]4[C:26](=[CH:27][CH:28]=3)[C:25]([CH3:29])([CH3:30])[C:24](=[O:31])[C:23]4([CH3:33])[CH3:32])[OH:19])[CH2:12][CH2:11]2)=[N:2]1, predict the reactants needed to synthesize it. The reactants are: [O:1]1[C:5]2[CH:6]=[CH:7][CH:8]=[CH:9][C:4]=2[C:3]([N:10]2[CH2:15][CH2:14][N:13]([CH2:16][CH2:17][C:18]([C:20]3[CH:21]=[C:22]4[C:26](=[CH:27][CH:28]=3)[C:25]([CH3:30])([CH3:29])[C:24](=[O:31])[C:23]4([CH3:33])[CH3:32])=[O:19])[CH2:12][CH2:11]2)=[N:2]1.[BH4-].[Na+]. (2) Given the product [Cl:1][C:2]1[CH:23]=[C:22]([Cl:24])[CH:21]=[CH:20][C:3]=1[CH2:4][O:5][C:6]1[CH:11]=[C:10]([O:12][CH:13]([CH3:14])[CH3:15])[CH:9]=[CH:8][C:7]=1[CH2:16][CH2:17][C:18]([OH:26])=[O:19], predict the reactants needed to synthesize it. The reactants are: [Cl:1][C:2]1[CH:23]=[C:22]([Cl:24])[CH:21]=[CH:20][C:3]=1[CH2:4][O:5][C:6]1[CH:11]=[C:10]([O:12][CH:13]([CH3:15])[CH3:14])[CH:9]=[CH:8][C:7]=1[CH2:16][CH2:17][CH:18]=[O:19].P([O-])(O)(O)=[O:26].[Na+].Cl([O-])=O.[Na+].CC(=CC)C.Cl. (3) Given the product [Cl:23][C:24]1[N:29]=[C:28]([CH2:30][C:31]([N:3]2[C:11]3[C:6](=[CH:7][C:8]([C:12]4[C:20]5[C:19]([NH2:21])=[N:18][CH:17]=[N:16][C:15]=5[N:14]([CH3:22])[CH:13]=4)=[CH:9][CH:10]=3)[CH2:5][CH2:4]2)=[O:32])[CH:27]=[CH:26][CH:25]=1, predict the reactants needed to synthesize it. The reactants are: Cl.Cl.[NH:3]1[C:11]2[C:6](=[CH:7][C:8]([C:12]3[C:20]4[C:19]([NH2:21])=[N:18][CH:17]=[N:16][C:15]=4[N:14]([CH3:22])[CH:13]=3)=[CH:9][CH:10]=2)[CH2:5][CH2:4]1.[Cl:23][C:24]1[N:29]=[C:28]([CH2:30][C:31](O)=[O:32])[CH:27]=[CH:26][CH:25]=1.CN(C(ON1N=NC2C=CC=NC1=2)=[N+](C)C)C.F[P-](F)(F)(F)(F)F.CCN(C(C)C)C(C)C. (4) Given the product [C:1]([O:5][C:6](=[O:13])[NH:7][CH:8]1[CH2:11][CH:10]([OH:12])[CH2:9]1)([CH3:4])([CH3:2])[CH3:3], predict the reactants needed to synthesize it. The reactants are: [C:1]([O:5][C:6](=[O:13])[NH:7][CH:8]1[CH2:11][C:10](=[O:12])[CH2:9]1)([CH3:4])([CH3:3])[CH3:2].[BH4-].[Na+]. (5) Given the product [N:17]1[CH:18]=[CH:19][CH:20]=[C:10]([CH2:9][NH:8][C:6](=[O:7])[NH:3][CH2:2][C:1]2[CH:30]=[CH:29][C:25]([C:26]([OH:28])=[O:27])=[CH:24][CH:23]=2)[CH:16]=1, predict the reactants needed to synthesize it. The reactants are: [CH:1]1N=C[N:3]([C:6]([N:8]2C=N[CH:10]=[CH:9]2)=[O:7])[CH:2]=1.NCC1[CH:16]=[N:17][CH:18]=[CH:19][CH:20]=1.NC1[CH:30]=[CH:29][C:25]([C:26]([OH:28])=[O:27])=[CH:24][CH:23]=1. (6) Given the product [Br:1][C:2]1[CH:7]=[CH:6][C:5]([S:8]([NH:13][C:14]2[CH:19]=[CH:18][CH:17]=[C:16]([S:20](=[O:22])(=[O:21])[NH2:23])[CH:15]=2)(=[O:10])=[O:9])=[C:4]([Cl:12])[CH:3]=1, predict the reactants needed to synthesize it. The reactants are: [Br:1][C:2]1[CH:7]=[CH:6][C:5]([S:8](Cl)(=[O:10])=[O:9])=[C:4]([Cl:12])[CH:3]=1.[NH2:13][C:14]1[CH:15]=[C:16]([S:20]([NH2:23])(=[O:22])=[O:21])[CH:17]=[CH:18][CH:19]=1.